This data is from Reaction yield outcomes from USPTO patents with 853,638 reactions. The task is: Predict the reaction yield, written as a fraction of the theoretical maximum amount of product (1.0 means a 100% yield; for example, 0.34 means a 34% yield). (1) The reactants are [CH:1]([C:3]1[CH:10]=[CH:9][C:6]([C:7]#[N:8])=[CH:5][C:4]=1[OH:11])=O.[Cl:12][C:13]1[CH:14]=[C:15]([CH:17]=[CH:18][C:19]=1[F:20])[NH2:16].[Si]([C:25]#[N:26])(C)(C)C.[Si](OS(C(F)(F)F)(=O)=O)(C)(C)C. The catalyst is C(Cl)Cl.C(OCC)C. The product is [NH2:26][C:25]1[O:11][C:4]2[CH:5]=[C:6]([C:7]#[N:8])[CH:9]=[CH:10][C:3]=2[C:1]=1[NH:16][C:15]1[CH:17]=[CH:18][C:19]([F:20])=[C:13]([Cl:12])[CH:14]=1. The yield is 0.0800. (2) The reactants are [CH3:1][C:2]1[CH:7]=[CH:6][N:5]=[CH:4][CH:3]=1.[Br-:8].[Br:9][CH2:10][CH2:11][CH2:12][N+:13]([CH2:20][CH2:21][CH3:22])([CH2:17][CH2:18][CH3:19])[CH2:14][CH2:15][CH3:16].CN(C=O)C. The catalyst is C(OCC)C. The product is [Br-:9].[Br-:8].[CH2:17]([N+:13]([CH2:12][CH2:11][CH3:10])([CH2:14][CH2:15][CH3:16])[CH2:20][CH2:21][CH2:22][N+:5]1[CH:6]=[CH:7][C:2]([CH3:1])=[CH:3][CH:4]=1)[CH2:18][CH3:19]. The yield is 0.380. (3) The reactants are [Cl:1][C:2]1[C:3]([O:11][CH:12]([CH3:14])C)=[C:4]([CH:8]=[CH:9][CH:10]=1)[CH2:5]CN.[CH:15]([N:18](C(C)C)CC)(C)C.Cl.[O:25]=[C:26]1[NH:35][C:34]2[N:33]=[CH:32][C:31](/[CH:36]=[CH:37]/[C:38]([OH:40])=O)=[CH:30][C:29]=2[CH2:28][CH2:27]1.O.ON1C2C=CC=CC=2N=N1.Cl.CN(C)CCCN=C=NCC. The catalyst is CN(C=O)C.O. The product is [Cl:1][C:2]1[C:3]([O:11][CH2:12][CH3:14])=[C:4]([CH:8]=[CH:9][CH:10]=1)[CH2:5][N:18]([CH3:15])[C:38](=[O:40])/[CH:37]=[CH:36]/[C:31]1[CH:32]=[N:33][C:34]2[NH:35][C:26](=[O:25])[CH2:27][CH2:28][C:29]=2[CH:30]=1. The yield is 0.210. (4) The reactants are [NH2:1]/[C:2](/[CH3:23])=[CH:3]\[C:4]([NH:6][C:7]1[CH:12]=[CH:11][C:10]([N:13]2[CH2:18][CH2:17][O:16][CH2:15][CH2:14]2)=[C:9]([C:19]([F:22])([F:21])[F:20])[CH:8]=1)=[O:5].[C:24](OCC)(OCC)(OCC)[CH3:25]. No catalyst specified. The product is [F:20][C:19]([F:22])([F:21])[C:9]1[CH:8]=[C:7]([N:6]2[C:4](=[O:5])[CH:3]=[C:2]([CH3:23])[N:1]=[C:24]2[CH3:25])[CH:12]=[CH:11][C:10]=1[N:13]1[CH2:14][CH2:15][O:16][CH2:17][CH2:18]1. The yield is 0.700.